From a dataset of Forward reaction prediction with 1.9M reactions from USPTO patents (1976-2016). Predict the product of the given reaction. (1) Given the reactants [Br:1][CH2:2][CH:3]([CH2:7][CH2:8][CH2:9][C:10]1[CH:15]=[CH:14][CH:13]=[CH:12][CH:11]=1)[C:4]([OH:6])=[O:5].[N+](=[CH2:18])=[N-], predict the reaction product. The product is: [Br:1][CH2:2][CH:3]([CH2:7][CH2:8][CH2:9][C:10]1[CH:11]=[CH:12][CH:13]=[CH:14][CH:15]=1)[C:4]([O:6][CH3:18])=[O:5]. (2) Given the reactants [H-].[Na+].[CH2:3]([O:10][CH2:11][CH2:12][OH:13])[C:4]1[CH:9]=[CH:8][CH:7]=[CH:6][CH:5]=1.[Br:14][C:15]1[CH:20]=[CH:19][CH:18]=[C:17](Br)[N:16]=1, predict the reaction product. The product is: [CH2:3]([O:10][CH2:11][CH2:12][O:13][C:17]1[CH:18]=[CH:19][CH:20]=[C:15]([Br:14])[N:16]=1)[C:4]1[CH:9]=[CH:8][CH:7]=[CH:6][CH:5]=1. (3) Given the reactants [CH3:1][C:2]1([CH2:7][OH:8])[CH2:6][CH2:5][CH2:4][NH:3]1.[C:9](O[C:9]([O:11][C:12]([CH3:15])([CH3:14])[CH3:13])=[O:10])([O:11][C:12]([CH3:15])([CH3:14])[CH3:13])=[O:10].[OH-].[Na+].O, predict the reaction product. The product is: [OH:8][CH2:7][C:2]1([CH3:1])[CH2:6][CH2:5][CH2:4][N:3]1[C:9]([O:11][C:12]([CH3:15])([CH3:14])[CH3:13])=[O:10]. (4) Given the reactants [Cl:1][C:2]1[CH:7]=[CH:6][C:5]([NH:8][S:9]([C:12]([F:15])([F:14])[F:13])(=[O:11])=[O:10])=[C:4]([C:16](=[N:18][O:19][C:20]2[CH:25]=[CH:24][C:23]([F:26])=[CH:22][CH:21]=2)[CH3:17])[CH:3]=1.[C:27]([O-:30])([O-])=O.[K+].[K+].ClC([O:36][CH2:37][CH3:38])=O, predict the reaction product. The product is: [C:37](=[CH:38][CH2:27][O:30][N:8]([C:5]1[CH:6]=[CH:7][C:2]([Cl:1])=[CH:3][C:4]=1[C:16](=[N:18][O:19][C:20]1[CH:21]=[CH:22][C:23]([F:26])=[CH:24][CH:25]=1)[CH3:17])[S:9]([C:12]([F:15])([F:13])[F:14])(=[O:11])=[O:10])=[O:36]. (5) Given the reactants [CH:1]([O:4][CH2:5][CH2:6][OH:7])([CH3:3])[CH3:2].C(N(CC)CC)C.[C:15]1([CH3:25])[CH:20]=[CH:19][C:18]([S:21](Cl)(=[O:23])=[O:22])=[CH:17][CH:16]=1, predict the reaction product. The product is: [CH:1]([O:4][CH2:5][CH2:6][O:7][S:21]([C:18]1[CH:19]=[CH:20][C:15]([CH3:25])=[CH:16][CH:17]=1)(=[O:23])=[O:22])([CH3:3])[CH3:2]. (6) Given the reactants [NH2:1][C:2]1[C:6]([C:7](=[O:9])[NH2:8])=[CH:5][N:4]([C:10]2([CH2:23][C:24]#[N:25])[CH2:15][CH2:14][N:13]([C:16]([O:18][C:19]([CH3:22])([CH3:21])[CH3:20])=[O:17])[CH2:12][CH2:11]2)[N:3]=1.C([O-])(=O)C.[K+].[Br:31][C:32]1[CH:37]=[CH:36][CH:35]=[C:34](Br)[CH:33]=1.C(P(C(C)(C)C)C1C(C)=C(C)C(C)=C(C)C=1C1C(C(C)C)=CC(C(C)C)=CC=1C(C)C)(C)(C)C, predict the reaction product. The product is: [Br:31][C:32]1[CH:33]=[C:34]([NH:1][C:2]2[C:6]([C:7](=[O:9])[NH2:8])=[CH:5][N:4]([C:10]3([CH2:23][C:24]#[N:25])[CH2:15][CH2:14][N:13]([C:16]([O:18][C:19]([CH3:20])([CH3:21])[CH3:22])=[O:17])[CH2:12][CH2:11]3)[N:3]=2)[CH:35]=[CH:36][CH:37]=1. (7) Given the reactants [NH2:1][CH2:2][C@H:3]([OH:5])[CH3:4].[CH:6](=O)[C:7]1[CH:12]=[CH:11][CH:10]=[CH:9][CH:8]=1.S([O-])([O-])(=O)=O.[Mg+2].[BH4-].[Na+], predict the reaction product. The product is: [CH2:6]([NH:1][CH2:2][C@H:3]([OH:5])[CH3:4])[C:7]1[CH:12]=[CH:11][CH:10]=[CH:9][CH:8]=1. (8) Given the reactants C[O:2][C:3]([C:5]1[N:6]=[C:7](Br)[S:8][C:9]=1[C:10]1[CH:15]=[CH:14][CH:13]=[C:12]([Cl:16])[CH:11]=1)=[O:4].[CH3:18][CH2:19][OH:20], predict the reaction product. The product is: [Cl:16][C:12]1[CH:11]=[C:10]([C:9]2[S:8][C:7]([O:20][CH2:19][CH3:18])=[N:6][C:5]=2[C:3]([OH:2])=[O:4])[CH:15]=[CH:14][CH:13]=1. (9) Given the reactants O[CH2:2][C:3]1[CH:4]=[C:5]([S:11]([NH2:14])(=[O:13])=[O:12])[CH:6]=[CH:7][C:8]=1[O:9][CH3:10].C1C=CC(P([N:29]=[N+:30]=[N-:31])(C2C=CC=CC=2)=O)=CC=1.C1CCN2C(=NCCC2)CC1, predict the reaction product. The product is: [N:29]([CH2:2][C:3]1[CH:4]=[C:5]([S:11]([NH2:14])(=[O:13])=[O:12])[CH:6]=[CH:7][C:8]=1[O:9][CH3:10])=[N+:30]=[N-:31]. (10) Given the reactants N[C:2]1[C:3]2[CH:10]=[CH:9][N:8]([CH:11]3[C:15]([CH3:17])([OH:16])[CH:14]([OH:18])[CH:13]([CH2:19][OH:20])[O:12]3)[C:4]=2[N:5]=[CH:6][N:7]=1.ClCC=[O:24], predict the reaction product. The product is: [OH:16][C:15]1([CH3:17])[CH:14]([OH:18])[CH:13]([CH2:19][OH:20])[O:12][CH:11]1[N:8]1[C:4]2[N:5]=[CH:6][NH:7][C:2](=[O:24])[C:3]=2[CH:10]=[CH:9]1.